Dataset: Peptide-MHC class II binding affinity with 134,281 pairs from IEDB. Task: Regression. Given a peptide amino acid sequence and an MHC pseudo amino acid sequence, predict their binding affinity value. This is MHC class II binding data. (1) The peptide sequence is ESTGGAYDTYKSIPS. The MHC is DRB3_0202 with pseudo-sequence DRB3_0202. The binding affinity (normalized) is 0.332. (2) The MHC is DRB1_0901 with pseudo-sequence DRB1_0901. The peptide sequence is VGTMVMELIRMIKRG. The binding affinity (normalized) is 0.160. (3) The peptide sequence is YDKFLANVSTVLTHK. The MHC is DRB1_0401 with pseudo-sequence DRB1_0401. The binding affinity (normalized) is 0.744. (4) The peptide sequence is TCVYNMMGKREKKLG. The MHC is DRB1_1101 with pseudo-sequence DRB1_1101. The binding affinity (normalized) is 1.00. (5) The peptide sequence is ASPLTGIADASQSSM. The MHC is DRB1_0101 with pseudo-sequence DRB1_0101. The binding affinity (normalized) is 0.0681. (6) The binding affinity (normalized) is 0. The peptide sequence is PNITATYGDKWLDAK. The MHC is DRB1_0401 with pseudo-sequence DRB1_0401. (7) The peptide sequence is WMTGRMGERQLQKIE. The MHC is DRB1_0301 with pseudo-sequence DRB1_0301. The binding affinity (normalized) is 0.430.